From a dataset of Tox21: 12 toxicity assays (nuclear receptors and stress response pathways). Binary classification across 12 toxicity assays. (1) The drug is Cc1ccccc1OCC(O)CO. It tested positive (active) for: NR-ER (Estrogen Receptor agonist activity). (2) The compound is COC(=O)c1ccccc1C(=O)c1ccc(OCCN2CCCCC2)cc1. It tested positive (active) for: NR-AR (Androgen Receptor agonist activity). (3) The compound is C=C/C(C)=C/C/C=C(\C)CCC=C(C)C. It tested positive (active) for: SR-ARE (Antioxidant Response Element (oxidative stress)), and SR-HSE (Heat Shock Element response). (4) The compound is CC(=O)OC(OC(C)=O)c1ccc([N+](=O)[O-])o1. It tested positive (active) for: SR-ARE (Antioxidant Response Element (oxidative stress)), SR-ATAD5 (ATAD5 genotoxicity (DNA damage)), and SR-HSE (Heat Shock Element response).